From a dataset of Forward reaction prediction with 1.9M reactions from USPTO patents (1976-2016). Predict the product of the given reaction. (1) Given the reactants [Cl:1][C:2](Cl)([C:13]([F:16])([F:15])[F:14])[CH2:3][CH:4]1[CH:6]([C:7]([O:9]C)=[O:8])[C:5]1([CH3:12])[CH3:11].O.Cl.ClCCl, predict the reaction product. The product is: [Cl:1]/[C:2](/[C:13]([F:14])([F:15])[F:16])=[CH:3]\[C@@H:4]1[C@H:6]([C:7]([OH:9])=[O:8])[C:5]1([CH3:12])[CH3:11]. (2) Given the reactants [CH2:1]([CH:3]([C:6]1[CH:10]=[C:9]([CH3:11])[NH:8][C:7]=1[C:12]([NH2:14])=[O:13])[CH2:4][CH3:5])[CH3:2].N.CN.C1([NH2:21])CC1, predict the reaction product. The product is: [NH2:21][N:8]1[C:9]([CH3:11])=[CH:10][C:6]([CH:3]([CH2:4][CH3:5])[CH2:1][CH3:2])=[C:7]1[C:12]([NH2:14])=[O:13].